The task is: Predict the reaction yield, written as a fraction of the theoretical maximum amount of product (1.0 means a 100% yield; for example, 0.34 means a 34% yield).. This data is from Reaction yield outcomes from USPTO patents with 853,638 reactions. The reactants are [NH2:1][C:2]1[CH:16]=[CH:15][C:5]([CH2:6][P:7](=[O:14])([O:11][CH2:12][CH3:13])[O:8][CH2:9][CH3:10])=[CH:4][CH:3]=1.[Cl:17][C:18]1[CH:23]=[CH:22][C:21]([C:24]2[O:28][N:27]=[CH:26][C:25]=2[CH2:29][CH2:30][C:31](O)=[O:32])=[CH:20][CH:19]=1.O.ON1C2C=CC=CC=2N=N1.Cl.C(N=C=NCCCN(C)C)C. The catalyst is O.CN(C)C=O. The product is [CH2:12]([O:11][P:7]([CH2:6][C:5]1[CH:4]=[CH:3][C:2]([NH:1][C:31](=[O:32])[CH2:30][CH2:29][C:25]2[CH:26]=[N:27][O:28][C:24]=2[C:21]2[CH:22]=[CH:23][C:18]([Cl:17])=[CH:19][CH:20]=2)=[CH:16][CH:15]=1)([O:8][CH2:9][CH3:10])=[O:14])[CH3:13]. The yield is 0.920.